Dataset: Reaction yield outcomes from USPTO patents with 853,638 reactions. Task: Predict the reaction yield, written as a fraction of the theoretical maximum amount of product (1.0 means a 100% yield; for example, 0.34 means a 34% yield). (1) The reactants are [Br:1][C:2]1[N:3]([C:8]2[C:17]3[C:12](=[CH:13][CH:14]=[CH:15][CH:16]=3)[C:11]([CH:18]3[CH2:20][CH2:19]3)=[CH:10][CH:9]=2)[C:4]([SH:7])=[N:5][N:6]=1.Br[C:22]([CH3:31])([CH3:30])[C:23]([O:25][C:26]([CH3:29])([CH3:28])[CH3:27])=[O:24].C(N(C(C)C)CC)(C)C. The catalyst is CN(C=O)C. The product is [Br:1][C:2]1[N:3]([C:8]2[C:17]3[C:12](=[CH:13][CH:14]=[CH:15][CH:16]=3)[C:11]([CH:18]3[CH2:20][CH2:19]3)=[CH:10][CH:9]=2)[C:4]([S:7][C:22]([CH3:31])([CH3:30])[C:23]([O:25][C:26]([CH3:29])([CH3:28])[CH3:27])=[O:24])=[N:5][N:6]=1. The yield is 0.750. (2) The reactants are Cl.[Br:2][C:3]1[CH:15]=[CH:14][C:6]([CH2:7][CH:8]2[CH2:13][CH2:12][NH:11][CH2:10][CH2:9]2)=[CH:5][C:4]=1[O:16][CH2:17][CH2:18][O:19][CH3:20].[OH-].[K+].[CH:23]1[CH:28]=[CH:27][C:26]([S:29]([O:32][CH2:33][CH2:34][C:35]2[CH:36]=[C:37]3[C:42](=[CH:43][CH:44]=2)[O:41][CH2:40][CH2:39][C:38]3=[O:45])(=[O:31])=[O:30])=[CH:25][CH:24]=1.P([O-])([O-])(O)=O.[K+].[K+].CN1CCCCC1=O.C1(S(O)(=O)=O)C=CC=CC=1. The catalyst is CC(C)=O.C(OCCCC)(=O)C.C1(C)C=CC=CC=1.O1CCCC1.O. The product is [C:26]1([S:29]([OH:32])(=[O:31])=[O:30])[CH:27]=[CH:28][CH:23]=[CH:24][CH:25]=1.[Br:2][C:3]1[CH:15]=[CH:14][C:6]([CH2:7][CH:8]2[CH2:9][CH2:10][N:11]([CH2:33][CH2:34][C:35]3[CH:36]=[C:37]4[C:42](=[CH:43][CH:44]=3)[O:41][CH2:40][CH2:39][C:38]4=[O:45])[CH2:12][CH2:13]2)=[CH:5][C:4]=1[O:16][CH2:17][CH2:18][O:19][CH3:20]. The yield is 0.890. (3) The reactants are [Mg].[CH:2]1(Br)[CH2:8][CH2:7][CH2:6][CH2:5][CH2:4][CH2:3]1.[Cl-].[Li+].[Cu](C#N)C#N.C1([Mg]Br)CCCCCC1.[C:26]([O:30][CH3:31])(=[O:29])[C:27]#[CH:28].[I:32]I. The catalyst is O1CCCC1.BrCCBr. The product is [CH3:31][O:30][C:26](=[O:29])/[C:27](/[I:32])=[CH:28]\[CH:2]1[CH2:8][CH2:7][CH2:6][CH2:5][CH2:4][CH2:3]1. The yield is 0.640. (4) The reactants are C([Mg]Cl)(C)(C)C.CO[C:9](=[O:34])[CH2:10][C@H:11]([O:23][C:24](=[O:33])[CH:25](Br)[CH2:26][CH2:27][CH2:28][CH2:29][CH2:30][CH3:31])[CH2:12][CH2:13][CH2:14][CH2:15][CH2:16][CH2:17][CH2:18][CH2:19][CH2:20][CH2:21][CH3:22].C1COCC1.C([Mg]Cl)(C)(C)C.C1COCC1. The catalyst is C(OCC)(=O)C. The product is [CH2:26]([C:25]1[C:24](=[O:33])[O:23][C@H:11]([CH2:12][CH2:13][CH2:14][CH2:15][CH2:16][CH2:17][CH2:18][CH2:19][CH2:20][CH2:21][CH3:22])[CH2:10][C:9]=1[OH:34])[CH2:27][CH2:28][CH2:29][CH2:30][CH3:31]. The yield is 0.784. (5) The reactants are [CH3:1][O:2][C:3](=[O:14])[CH2:4][CH2:5][C:6]1[CH:11]=[CH:10][C:9]([SH:12])=[CH:8][C:7]=1[CH3:13].C(=O)([O-])[O-].[K+].[K+].[CH2:21]([C:23]1[CH:38]=[CH:37][C:26]([O:27][C@H:28]([CH3:36])[CH2:29][CH2:30]OS(C)(=O)=O)=[C:25]([O:39][C:40]2[CH:45]=[CH:44][CH:43]=[CH:42][CH:41]=2)[CH:24]=1)[CH3:22]. The catalyst is CN(C=O)C. The product is [CH3:1][O:2][C:3](=[O:14])[CH2:4][CH2:5][C:6]1[CH:11]=[CH:10][C:9]([S:12][CH2:30][CH2:29][C@H:28]([O:27][C:26]2[CH:37]=[CH:38][C:23]([CH2:21][CH3:22])=[CH:24][C:25]=2[O:39][C:40]2[CH:45]=[CH:44][CH:43]=[CH:42][CH:41]=2)[CH3:36])=[CH:8][C:7]=1[CH3:13]. The yield is 0.630. (6) The product is [CH2:9]([N:16]([CH:17]([CH3:19])[CH3:18])[C:2]1[CH:7]=[N:6][CH:5]=[C:4]([Cl:8])[N:3]=1)[C:10]1[CH:15]=[CH:14][CH:13]=[CH:12][CH:11]=1. The yield is 0.120. The reactants are Cl[C:2]1[CH:7]=[N:6][CH:5]=[C:4]([Cl:8])[N:3]=1.[CH2:9]([NH:16][CH:17]([CH3:19])[CH3:18])[C:10]1[CH:15]=[CH:14][CH:13]=[CH:12][CH:11]=1.C(=O)([O-])[O-].[K+].[K+].CC(N(C)C)=O. The catalyst is O.